Predict the product of the given reaction. From a dataset of Forward reaction prediction with 1.9M reactions from USPTO patents (1976-2016). Given the reactants NC1C=CNN=1.O/[CH:8]=[C:9]1\[C:10](=[O:18])[NH:11][C:12]2[C:17]\1=[CH:16][CH:15]=[CH:14][CH:13]=2.[CH3:19][O:20][C:21]1[CH:33]=[CH:32][C:24]([CH2:25][C:26]2[NH:30][N:29]=[C:28]([NH2:31])[CH:27]=2)=[CH:23][CH:22]=1, predict the reaction product. The product is: [CH3:19][O:20][C:21]1[CH:22]=[CH:23][C:24]([CH2:25][C:26]2[NH:30][N:29]=[C:28]([NH:31][CH:8]=[C:9]3[C:17]4[C:12](=[CH:13][CH:14]=[CH:15][CH:16]=4)[NH:11][C:10]3=[O:18])[CH:27]=2)=[CH:32][CH:33]=1.